From a dataset of Reaction yield outcomes from USPTO patents with 853,638 reactions. Predict the reaction yield, written as a fraction of the theoretical maximum amount of product (1.0 means a 100% yield; for example, 0.34 means a 34% yield). (1) The reactants are [NH:1]1[C:9]2[C:4](=[CH:5][CH:6]=[CH:7][CH:8]=2)[CH2:3][C:2]1=[O:10].[N:11]1([CH2:16][CH2:17][O:18][C:19]2[CH:20]=[C:21]3[C:25](=[CH:26][CH:27]=2)[NH:24][C:23]([CH:28]=O)=[CH:22]3)[CH2:15][CH2:14][CH2:13][CH2:12]1.N1CCCCC1. The catalyst is C(O)C. The product is [N:11]1([CH2:16][CH2:17][O:18][C:19]2[CH:20]=[C:21]3[C:25](=[CH:26][CH:27]=2)[NH:24][C:23]([CH:28]=[C:3]2[C:4]4[C:9](=[CH:8][CH:7]=[CH:6][CH:5]=4)[NH:1][C:2]2=[O:10])=[CH:22]3)[CH2:12][CH2:13][CH2:14][CH2:15]1. The yield is 0.810. (2) The reactants are Cl[C:2]1[N:7]=[N:6][C:5]([O:8][C:9]2[CH:10]=[C:11]3[C:16](=[CH:17][CH:18]=2)[NH:15][C:14](=[O:19])[CH:13]=[CH:12]3)=[CH:4][CH:3]=1.[F:20][C:21]([F:32])([F:31])[O:22][C:23]1[CH:30]=[CH:29][C:26]([CH2:27][NH2:28])=[CH:25][CH:24]=1.CC(C)([O-])C.[Na+]. The catalyst is O1CCOCC1.C[C@@H](P(C(C)(C)C)C(C)(C)C)[C]1[C](P(C2CCCCC2)C2CCCCC2)[CH][CH][CH]1.[CH]1[CH][CH][CH][CH]1.[Fe].C([O-])(=O)C.[Pd+2].C([O-])(=O)C. The product is [F:20][C:21]([F:31])([F:32])[O:22][C:23]1[CH:30]=[CH:29][C:26]([CH2:27][NH:28][C:2]2[N:7]=[N:6][C:5]([O:8][C:9]3[CH:10]=[C:11]4[C:16](=[CH:17][CH:18]=3)[NH:15][C:14](=[O:19])[CH:13]=[CH:12]4)=[CH:4][CH:3]=2)=[CH:25][CH:24]=1. The yield is 0.0500. (3) The reactants are [F:1][C:2]([F:18])([F:17])[C:3]1[O:7][N:6]=[C:5]([NH:8]C(=O)C2C=CC=CC=2)[CH:4]=1.Cl. The catalyst is C(O)CO. The product is [F:1][C:2]([F:18])([F:17])[C:3]1[O:7][N:6]=[C:5]([NH2:8])[CH:4]=1. The yield is 0.690. (4) The reactants are [C:1]([O:5][C:6]([NH:8][C@H:9]([C:14]([OH:16])=[O:15])[C:10]([CH3:13])([CH3:12])[CH3:11])=[O:7])([CH3:4])([CH3:3])[CH3:2].[CH2:17](Br)[C:18]1[CH:23]=[CH:22][CH:21]=[CH:20][CH:19]=1.C1CCN2C(=NCCC2)CC1. The catalyst is CC#N. The product is [CH2:17]([O:15][C:14](=[O:16])[C@H:9]([C:10]([CH3:13])([CH3:12])[CH3:11])[NH:8][C:6]([O:5][C:1]([CH3:4])([CH3:2])[CH3:3])=[O:7])[C:18]1[CH:23]=[CH:22][CH:21]=[CH:20][CH:19]=1. The yield is 0.930.